The task is: Predict which catalyst facilitates the given reaction.. This data is from Catalyst prediction with 721,799 reactions and 888 catalyst types from USPTO. (1) Reactant: [Cl:1][C:2]1[CH:3]=[C:4]([C@@H:13]2[C:22]3[C:17](=[CH:18][C:19]([O:23][CH2:24][C:25]([F:28])([F:27])[F:26])=[CH:20][CH:21]=3)[CH2:16][CH2:15][N:14]2[CH:29]=[O:30])[CH:5]=[C:6]([Cl:12])[C:7]=1[O:8]C(C)C.B(Cl)(Cl)Cl.O. Product: [Cl:12][C:6]1[CH:5]=[C:4]([C@@H:13]2[C:22]3[C:17](=[CH:18][C:19]([O:23][CH2:24][C:25]([F:28])([F:26])[F:27])=[CH:20][CH:21]=3)[CH2:16][CH2:15][N:14]2[CH:29]=[O:30])[CH:3]=[C:2]([Cl:1])[C:7]=1[OH:8]. The catalyst class is: 4. (2) Reactant: [H-].[Al+3].[Li+].[H-].[H-].[H-].C([O:9][C:10](=O)[C:11]([CH2:23][CH2:24][CH2:25][CH2:26][CH2:27][CH3:28])([CH2:17][CH2:18][CH2:19][CH2:20][CH2:21][CH3:22])[C:12](OCC)=[O:13])C. Product: [CH2:23]([C:11]([CH2:17][CH2:18][CH2:19][CH2:20][CH2:21][CH3:22])([CH2:10][OH:9])[CH2:12][OH:13])[CH2:24][CH2:25][CH2:26][CH2:27][CH3:28]. The catalyst class is: 1. (3) Product: [Cl:22][C:17]1[CH:16]=[C:15]([CH:20]=[CH:19][C:18]=1[Cl:21])[O:14][CH2:13][CH2:12][C@@H:11]([N:23]1[CH:27]=[C:26]([C:28]([NH2:30])=[O:29])[N:25]=[CH:24]1)[C@@H:9]([OH:8])[CH3:10]. Reactant: C([O:8][C@H:9]([C@H:11]([N:23]1[CH:27]=[C:26]([C:28]([NH2:30])=[O:29])[N:25]=[CH:24]1)[CH2:12][CH2:13][O:14][C:15]1[CH:20]=[CH:19][C:18]([Cl:21])=[C:17]([Cl:22])[CH:16]=1)[CH3:10])C1C=CC=CC=1.C[Si](I)(C)C. The catalyst class is: 22. (4) Reactant: [F:1][C:2]([F:16])(OC1C=C(C=CC=1)C(O)=O)[CH:3]([F:5])[F:4].C([N:19]([CH2:22]C)CC)C.[C:32]1(P(N=[N+]=[N-])([C:32]2[CH:37]=[CH:36][CH:35]=[CH:34][CH:33]=2)=O)[CH:37]=[CH:36][CH:35]=[CH:34][CH:33]=1.[C:41]1([C:47]2[N:51]=[C:50]([N:52]3[CH2:57][CH2:56][NH:55][CH2:54][CH2:53]3)[S:49][N:48]=2)[CH:46]=[CH:45][CH:44]=[CH:43][CH:42]=1.[OH2:58]. Product: [C:41]1([C:47]2[N:51]=[C:50]([N:52]3[CH2:57][CH2:56][N:55]([C:22]([NH:19][C:32]4[CH:33]=[CH:34][CH:35]=[C:36]([C:2]([F:1])([F:16])[CH:3]([F:4])[F:5])[CH:37]=4)=[O:58])[CH2:54][CH2:53]3)[S:49][N:48]=2)[CH:42]=[CH:43][CH:44]=[CH:45][CH:46]=1. The catalyst class is: 11. (5) Reactant: [CH3:1][O:2][C:3]([C:5]1[C:14]2[CH2:13][CH2:12][CH2:11][CH2:10][C:9]=2[CH:8]=[CH:7][C:6]=1[OH:15])=[O:4].[F:16][C:17]([F:30])([F:29])[S:18](O[S:18]([C:17]([F:30])([F:29])[F:16])(=[O:20])=[O:19])(=[O:20])=[O:19].COC(C)(C)C. Product: [CH3:1][O:2][C:3]([C:5]1[C:14]2[CH2:13][CH2:12][CH2:11][CH2:10][C:9]=2[CH:8]=[CH:7][C:6]=1[O:15][S:18]([C:17]([F:30])([F:29])[F:16])(=[O:20])=[O:19])=[O:4]. The catalyst class is: 202. (6) Reactant: C([Si](C)(C)[O:6][CH2:7][CH2:8][N:9]([CH3:36])[CH2:10][CH2:11][O:12][C:13]1[CH:18]=[CH:17][CH:16]=[CH:15][C:14]=1[C:19]([N:21]1[CH2:35][C:24]2=[C:25]3[N:30]([N:31]=[C:23]2[CH2:22]1)[C:29]([CH3:32])=[C:28]([Cl:33])[C:27]([CH3:34])=[N:26]3)=[O:20])(C)(C)C.[F-].C([N+](CCCC)(CCCC)CCCC)CCC.C1COCC1. Product: [Cl:33][C:28]1[C:27]([CH3:34])=[N:26][C:25]2[N:30]([N:31]=[C:23]3[CH2:22][N:21]([C:19]([C:14]4[CH:15]=[CH:16][CH:17]=[CH:18][C:13]=4[O:12][CH2:11][CH2:10][N:9]([CH2:8][CH2:7][OH:6])[CH3:36])=[O:20])[CH2:35][C:24]3=2)[C:29]=1[CH3:32]. The catalyst class is: 425.